Dataset: Reaction yield outcomes from USPTO patents with 853,638 reactions. Task: Predict the reaction yield, written as a fraction of the theoretical maximum amount of product (1.0 means a 100% yield; for example, 0.34 means a 34% yield). (1) The reactants are [CH3:1][C:2]1[C:3](=O)[NH:4][C:5]2[C:10]([C:11]=1[C:12]([NH:14][N:15]([C:20]1[CH:25]=[CH:24][CH:23]=[CH:22][CH:21]=1)[C:16]([O:18][CH3:19])=[O:17])=[O:13])=[CH:9][CH:8]=[CH:7][CH:6]=2.P(Br)(Br)([Br:29])=O. The catalyst is C1(C)C=CC=CC=1. The product is [Br:29][C:3]1[C:2]([CH3:1])=[C:11]([C:12]([NH:14][N:15]([C:20]2[CH:25]=[CH:24][CH:23]=[CH:22][CH:21]=2)[C:16]([O:18][CH3:19])=[O:17])=[O:13])[C:10]2[C:5](=[CH:6][CH:7]=[CH:8][CH:9]=2)[N:4]=1. The yield is 0.960. (2) The reactants are [CH2:1]([NH:3][C:4]1[C:17]2[C:16](=[O:18])[N:15]([C:19]3[CH:20]=[C:21]([C:25]4[O:29][C:28](=[O:30])[N:27]([CH3:31])[N:26]=4)[CH:22]=[CH:23][CH:24]=3)[CH2:14][C@H:13]3[N:9]([CH2:10][CH2:11][CH2:12]3)[C:8]=2[N:7]=[C:6](S(C)(=O)=O)[N:5]=1)[CH3:2].[CH2:36]([NH2:38])[CH3:37].C1COCC1. The catalyst is C1COCC1. The product is [CH2:1]([NH:3][C:4]1[C:17]2[C:16](=[O:18])[N:15]([C:19]3[CH:20]=[C:21]([C:25]4[O:29][C:28](=[O:30])[N:27]([CH3:31])[N:26]=4)[CH:22]=[CH:23][CH:24]=3)[CH2:14][C@H:13]3[N:9]([CH2:10][CH2:11][CH2:12]3)[C:8]=2[N:7]=[C:6]([NH:38][CH2:36][CH3:37])[N:5]=1)[CH3:2]. The yield is 0.880. (3) The reactants are [F-].C([N+](CCCC)(CCCC)CCCC)CCC.[CH:19]([C:21]1[CH:26]=[CH:25][CH:24]=[CH:23][C:22]=1[C:27]1[CH:28]=[CH:29][C:30]([C:33]#[N:34])=[N:31][CH:32]=1)=[O:20].[F:35][C:36]([Si](C)(C)C)([F:38])[F:37].Cl. The catalyst is C1COCC1. The product is [F:35][C:36]([F:38])([F:37])[CH:19]([C:21]1[CH:26]=[CH:25][CH:24]=[CH:23][C:22]=1[C:27]1[CH:28]=[CH:29][C:30]([C:33]#[N:34])=[N:31][CH:32]=1)[OH:20]. The yield is 0.950. (4) The catalyst is CN(C)C=O. The reactants are Br[CH2:2][CH2:3][OH:4].[O:5]1[C:10]2[CH:11]=[CH:12][C:13]([CH2:15][N:16]([CH3:23])[CH:17]3[CH2:22][CH2:21][NH:20][CH2:19][CH2:18]3)=[CH:14][C:9]=2[O:8][CH2:7][CH2:6]1.C(=O)([O-])[O-].[K+].[K+]. The product is [O:5]1[C:10]2[CH:11]=[CH:12][C:13]([CH2:15][N:16]([CH3:23])[C:17]3([CH2:2][CH2:3][OH:4])[CH2:18][CH2:19][NH:20][CH2:21][CH2:22]3)=[CH:14][C:9]=2[O:8][CH2:7][CH2:6]1. The yield is 0.930. (5) The reactants are NC1(C2C=CC(C3C(=O)C4C(OC=3C3C=CC=CC=3)=C3C(=CC=4)NN=C3)=CC=2)CCC1.C(OC(=O)[NH:38][C:39]1([C:43]2[CH:48]=[CH:47][C:46]([C:49]3[C:54](=[O:55])[C:53]4[CH:56]=[CH:57][C:58]5[N:59]=[C:60]([CH3:63])[NH:61][C:62]=5[C:52]=4[O:51][C:50]=3[C:64]3[CH:69]=[CH:68][CH:67]=[CH:66][CH:65]=3)=[CH:45][CH:44]=2)[CH2:42][CH2:41][CH2:40]1)(C)(C)C. No catalyst specified. The product is [NH2:38][C:39]1([C:43]2[CH:44]=[CH:45][C:46]([C:49]3[C:54](=[O:55])[C:53]4[CH:56]=[CH:57][C:58]5[N:59]=[C:60]([CH3:63])[NH:61][C:62]=5[C:52]=4[O:51][C:50]=3[C:64]3[CH:69]=[CH:68][CH:67]=[CH:66][CH:65]=3)=[CH:47][CH:48]=2)[CH2:40][CH2:41][CH2:42]1. The yield is 0.710. (6) The reactants are C([N:8]1[CH2:13][CH2:12][N:11]([C:14]2[N:15]=[N:16][C:17]([C:22]3[CH:27]=[CH:26][C:25]([F:28])=[CH:24][CH:23]=3)=[C:18]([CH3:21])[C:19]=2[CH3:20])[CH:10]([CH3:29])[CH2:9]1)C1C=CC=CC=1. The catalyst is CCO.[Pd]. The product is [F:28][C:25]1[CH:24]=[CH:23][C:22]([C:17]2[N:16]=[N:15][C:14]([N:11]3[CH2:12][CH2:13][NH:8][CH2:9][CH:10]3[CH3:29])=[C:19]([CH3:20])[C:18]=2[CH3:21])=[CH:27][CH:26]=1. The yield is 0.920.